This data is from Full USPTO retrosynthesis dataset with 1.9M reactions from patents (1976-2016). The task is: Predict the reactants needed to synthesize the given product. (1) The reactants are: CON(C)[C:4]([CH:6]1[CH2:11][CH2:10][CH2:9][CH2:8][N:7]1[C:12]([O:14][C:15]([CH3:18])([CH3:17])[CH3:16])=[O:13])=[O:5].[H-].C([Al+]CC(C)C)C(C)C.O.O.O.O.O.O.O.O.O.O.S([O-])([O-])(=O)=O.[Na+].[Na+].S([O-])([O-])(=O)=O.[Mg+2]. Given the product [CH:4]([CH:6]1[CH2:11][CH2:10][CH2:9][CH2:8][N:7]1[C:12]([O:14][C:15]([CH3:18])([CH3:17])[CH3:16])=[O:13])=[O:5], predict the reactants needed to synthesize it. (2) Given the product [F:24][C:22]1[CH:21]=[CH:20][C:4]([O:5][C:6]2[CH:7]=[C:8]3[C:12](=[CH:13][CH:14]=2)[N:11]([CH2:15][CH2:16][OH:17])[N:10]=[CH:9]3)=[C:3]([CH:23]=1)[C:1]#[N:2], predict the reactants needed to synthesize it. The reactants are: [C:1]([C:3]1[CH:23]=[C:22]([F:24])[CH:21]=[CH:20][C:4]=1[O:5][C:6]1[CH:7]=[C:8]2[C:12](=[CH:13][CH:14]=1)[N:11]([CH2:15][C:16](OC)=[O:17])[N:10]=[CH:9]2)#[N:2].[BH4-].[Na+]. (3) Given the product [CH3:1][C@H:2]1[C@H:10]2[C@@H:5]([CH2:6][CH2:7][CH2:8][C:9]2([CH3:12])[CH3:11])[C:4](=[O:13])[CH2:3]1, predict the reactants needed to synthesize it. The reactants are: [CH3:1][C@H:2]1[C@H:10]2[C@H:5]([CH2:6][CH2:7][CH2:8][C:9]2([CH3:12])[CH3:11])[CH:4]([OH:13])[CH2:3]1.C(=O)(O)[O-].[Na+].CC(OI1(OC(C)=O)(OC(C)=O)OC(=O)C2C=CC=CC1=2)=O. (4) Given the product [Cl:6][C:7]1[CH:8]=[CH:9][C:10]([O:15][CH2:16][O:17][CH2:18][CH2:19][O:20][CH3:21])=[C:11]([CH2:13][Cl:5])[CH:12]=1, predict the reactants needed to synthesize it. The reactants are: CS([Cl:5])(=O)=O.[Cl:6][C:7]1[CH:8]=[CH:9][C:10]([O:15][CH2:16][O:17][CH2:18][CH2:19][O:20][CH3:21])=[C:11]([CH2:13]O)[CH:12]=1. (5) The reactants are: O=[C:2]1[CH2:6][CH2:5][N:4]([C:7]([O:9][CH2:10][C:11]2[CH:16]=[CH:15][CH:14]=[CH:13][CH:12]=2)=[O:8])[CH2:3]1.[NH:17]([C:19]([O:21][C:22]([CH3:25])([CH3:24])[CH3:23])=[O:20])[NH2:18].C([BH3-])#N.[Na+].C1(C)C=CC(S(O)(=O)=O)=CC=1. Given the product [C:22]([O:21][C:19]([NH:17][NH:18][CH:2]1[CH2:6][CH2:5][N:4]([C:7]([O:9][CH2:10][C:11]2[CH:16]=[CH:15][CH:14]=[CH:13][CH:12]=2)=[O:8])[CH2:3]1)=[O:20])([CH3:25])([CH3:24])[CH3:23], predict the reactants needed to synthesize it. (6) Given the product [Br:1][C:2]1[S:3][CH:4]=[C:5]2[C:10](=[O:11])[N:9]([CH3:12])[CH:8]=[N:7][C:6]=12, predict the reactants needed to synthesize it. The reactants are: [Br:1][C:2]1[S:3][CH:4]=[C:5]2[C:10](=[O:11])[NH:9][CH:8]=[N:7][C:6]=12.[C:12](=O)([O-])[O-].[K+].[K+].C1(C)C=CC(S(OC)(=O)=O)=CC=1.O. (7) Given the product [CH3:1][C:2]1[CH:10]=[C:9]2[C:5]([CH2:6][CH2:7][NH:8]2)=[CH:4][CH:3]=1, predict the reactants needed to synthesize it. The reactants are: [CH3:1][C:2]1[CH:10]=[C:9]2[C:5]([CH:6]=[CH:7][NH:8]2)=[CH:4][CH:3]=1.C([BH3-])#N.[Na+].C(=O)([O-])O.[Na+]. (8) Given the product [CH3:1][O:2][C:3]1[CH:30]=[C:29]([O:31][CH3:32])[CH:28]=[CH:27][C:4]=1[CH2:5][N:6]1[CH2:14][C:13]2[C:8](=[CH:9][CH:10]=[CH:11][C:12]=2[O:16][CH2:17][CH2:18][CH2:19][N:20]2[CH2:25][CH2:24][O:23][CH2:22][CH2:21]2)[CH2:7]1, predict the reactants needed to synthesize it. The reactants are: [CH3:1][O:2][C:3]1[CH:30]=[C:29]([O:31][CH3:32])[CH:28]=[CH:27][C:4]=1[CH2:5][N:6]1[C:14](=O)[C:13]2[C:8](=[CH:9][CH:10]=[CH:11][C:12]=2[O:16][CH2:17][CH2:18][CH2:19][N:20]2[CH2:25][CH2:24][O:23][CH2:22][CH2:21]2)[C:7]1=O.[H-].[Al+3].[Li+].[H-].[H-].[H-].C1COCC1.